This data is from Reaction yield outcomes from USPTO patents with 853,638 reactions. The task is: Predict the reaction yield, written as a fraction of the theoretical maximum amount of product (1.0 means a 100% yield; for example, 0.34 means a 34% yield). (1) The reactants are C([O:3][C:4]([C:6]1[S:10][C:9]2[CH:11]=[CH:12][CH:13]=[C:14]([N:15]3[CH2:20][CH2:19][N:18](C(OC(C)(C)C)=O)[CH2:17][CH2:16]3)[C:8]=2[CH:7]=1)=[O:5])C.[ClH:28]. The catalyst is C(O)(=O)C. The product is [ClH:28].[N:15]1([C:14]2[C:8]3[CH:7]=[C:6]([C:4]([OH:5])=[O:3])[S:10][C:9]=3[CH:11]=[CH:12][CH:13]=2)[CH2:20][CH2:19][NH:18][CH2:17][CH2:16]1. The yield is 0.500. (2) The reactants are [N+:1]([C:4]1[CH:5]=[C:6](Br)[CH:7]=[C:8]([N+:10]([O-:12])=[O:11])[CH:9]=1)([O-:3])=[O:2].C1(P([CH:27]2[CH2:32][CH2:31]CCC2)C2CCCCC2)CCCCC1.C(=O)([O-])[O-].[Cs+].[Cs+].B1(C2CC2)OC(=O)CN(C)CC(=O)O1.C([O-])([O-])=O.[K+].[K+]. The catalyst is C([O-])(=O)C.[Pd+2].C([O-])(=O)C.C(OCC)(=O)C.C1(C)C=CC=CC=1.O. The product is [CH:31]1([C:6]2[CH:5]=[C:4]([N+:1]([O-:3])=[O:2])[CH:9]=[C:8]([N+:10]([O-:12])=[O:11])[CH:7]=2)[CH2:32][CH2:27]1. The yield is 0.690. (3) The reactants are [NH2:1]/[C:2](/[CH3:9])=[C:3](\[C:7]#[N:8])/[C:4](=[S:6])[NH2:5].OO. The catalyst is CO. The product is [NH2:5][C:4]1[S:6][N:1]=[C:2]([CH3:9])[C:3]=1[C:7]#[N:8]. The yield is 0.800. (4) The reactants are Cl.Cl.[NH2:3][CH2:4][C@@:5]1([OH:13])[CH:10]2[CH2:11][CH2:12][N:7]([CH2:8][CH2:9]2)[CH2:6]1.C([O-])([O-])=O.[Cs+].[Cs+].[N:20]([C:23]1[CH:28]=[N:27][C:26]([S:29][CH3:30])=[CH:25][N:24]=1)=[C:21]=S.C(N=C=NC(C)C)(C)C. The catalyst is CN(C)C=O. The product is [CH3:30][S:29][C:26]1[N:27]=[CH:28][C:23]([NH:20][C:21]2[O:13][C@:5]3([CH2:4][N:3]=2)[CH:10]2[CH2:9][CH2:8][N:7]([CH2:12][CH2:11]2)[CH2:6]3)=[N:24][CH:25]=1. The yield is 0.160.